Task: Regression. Given two drug SMILES strings and cell line genomic features, predict the synergy score measuring deviation from expected non-interaction effect.. Dataset: NCI-60 drug combinations with 297,098 pairs across 59 cell lines (1) Drug 1: CCN(CC)CCNC(=O)C1=C(NC(=C1C)C=C2C3=C(C=CC(=C3)F)NC2=O)C. Drug 2: C1=NC2=C(N1)C(=S)N=CN2. Cell line: NCI-H322M. Synergy scores: CSS=39.4, Synergy_ZIP=-2.29, Synergy_Bliss=-1.85, Synergy_Loewe=-12.0, Synergy_HSA=-1.36. (2) Drug 1: CCCS(=O)(=O)NC1=C(C(=C(C=C1)F)C(=O)C2=CNC3=C2C=C(C=N3)C4=CC=C(C=C4)Cl)F. Drug 2: C1C(C(OC1N2C=NC3=C(N=C(N=C32)Cl)N)CO)O. Cell line: MOLT-4. Synergy scores: CSS=59.8, Synergy_ZIP=0.644, Synergy_Bliss=2.31, Synergy_Loewe=-48.7, Synergy_HSA=0.769.